Task: Regression. Given a peptide amino acid sequence and an MHC pseudo amino acid sequence, predict their binding affinity value. This is MHC class I binding data.. Dataset: Peptide-MHC class I binding affinity with 185,985 pairs from IEDB/IMGT (1) The peptide sequence is FYAEMKWLL. The MHC is HLA-A02:01 with pseudo-sequence HLA-A02:01. The binding affinity (normalized) is 0.245. (2) The peptide sequence is CTFMIITSTK. The MHC is H-2-Dd with pseudo-sequence H-2-Dd. The binding affinity (normalized) is 0.265. (3) The peptide sequence is GLCNYGGILI. The MHC is HLA-A68:02 with pseudo-sequence HLA-A68:02. The binding affinity (normalized) is 0.0325. (4) The peptide sequence is GEPKTVKVL. The MHC is HLA-B40:02 with pseudo-sequence HLA-B40:02. The binding affinity (normalized) is 0.414.